Dataset: Forward reaction prediction with 1.9M reactions from USPTO patents (1976-2016). Task: Predict the product of the given reaction. (1) Given the reactants [NH:1]1[C:5]2[CH:6]=[CH:7][C:8]([C:10]3[CH:44]=[C:43]([Cl:45])[CH:42]=[CH:41][C:11]=3[O:12][C:13]3[C:18]([F:19])=[CH:17][C:16]([S:20]([N:23](CC4C=CC(OC)=CC=4OC)[C:24]4[S:28][N:27]=[CH:26][N:25]=4)(=[O:22])=[O:21])=[C:15]([F:40])[CH:14]=3)=[CH:9][C:4]=2[N:3]=[CH:2]1.FC(F)(F)C(O)=O, predict the reaction product. The product is: [NH:1]1[C:5]2[CH:6]=[CH:7][C:8]([C:10]3[CH:44]=[C:43]([Cl:45])[CH:42]=[CH:41][C:11]=3[O:12][C:13]3[C:18]([F:19])=[CH:17][C:16]([S:20]([NH:23][C:24]4[S:28][N:27]=[CH:26][N:25]=4)(=[O:21])=[O:22])=[C:15]([F:40])[CH:14]=3)=[CH:9][C:4]=2[N:3]=[CH:2]1. (2) Given the reactants [Br:1][C:2]1[CH:3]=[C:4]2[C:9](=[CH:10][CH:11]=1)[N:8]([CH2:12][O:13][C:14]1[CH:19]=[CH:18][C:17]([CH:20]([C:26]#[C:27][CH3:28])[CH2:21][C:22]([O:24]C)=[O:23])=[CH:16][CH:15]=1)[C:7](=[O:29])[CH2:6][C:5]2([CH3:31])[CH3:30].[Li+].[OH-].OS(O)(=O)=O, predict the reaction product. The product is: [Br:1][C:2]1[CH:3]=[C:4]2[C:9](=[CH:10][CH:11]=1)[N:8]([CH2:12][O:13][C:14]1[CH:19]=[CH:18][C:17]([CH:20]([C:26]#[C:27][CH3:28])[CH2:21][C:22]([OH:24])=[O:23])=[CH:16][CH:15]=1)[C:7](=[O:29])[CH2:6][C:5]2([CH3:31])[CH3:30]. (3) The product is: [Br:1][C:2]1[CH:3]=[C:4]([C:8]([NH:12][C:13](=[O:19])[O:14][CH2:15][CH2:18][CH2:32][CH3:33])([CH3:11])[CH2:9][NH:21][CH3:20])[CH:5]=[CH:6][CH:7]=1. Given the reactants [Br:1][C:2]1[CH:3]=[C:4]([C:8]([NH:12][C:13](=[O:19])[O:14][C:15]([CH3:18])(C)C)([CH3:11])[CH:9]=O)[CH:5]=[CH:6][CH:7]=1.[CH3:20][NH2:21].C(O[BH-](O[C:32](=O)[CH3:33])OC(=O)C)(=O)C.[Na+], predict the reaction product. (4) Given the reactants [S:1]1[CH2:6][CH2:5][CH:4]([CH2:7][C:8](OCC)=[O:9])[CH2:3][CH2:2]1.[H-].[Al+3].[Li+].[H-].[H-].[H-].[H][H], predict the reaction product. The product is: [S:1]1[CH2:6][CH2:5][CH:4]([CH2:7][CH2:8][OH:9])[CH2:3][CH2:2]1. (5) Given the reactants [N+:1]([C:4]1[CH:5]=[C:6]([CH:8]=[CH:9][CH:10]=1)[NH2:7])([O-:3])=[O:2].CCN(C(C)C)C(C)C.[C:20](Cl)(=[O:24])[CH2:21][CH2:22][CH3:23], predict the reaction product. The product is: [N+:1]([C:4]1[CH:5]=[C:6]([NH:7][C:20](=[O:24])[CH2:21][CH2:22][CH3:23])[CH:8]=[CH:9][CH:10]=1)([O-:3])=[O:2].